This data is from Experimentally validated miRNA-target interactions with 360,000+ pairs, plus equal number of negative samples. The task is: Binary Classification. Given a miRNA mature sequence and a target amino acid sequence, predict their likelihood of interaction. (1) The miRNA is hsa-miR-6808-5p with sequence CAGGCAGGGAGGUGGGACCAUG. The protein sequence of the target gene is MAEMEKEGRPPENKRSRKPAHPVKREINEEMKNFAENTMNELLGWYGYDKVELKDGEDIEFRSYTTDGESRQHISVLKENSLPKPKLPEDSVISSYNISTGYSGLATGNGLSDSPAGSKDHGNVPIIVPLIPPPFIKPPAEDDVSNVQIMCAWCQKVGIKRYSLSMGSEVKSFCSEKCFAACRRAYFKRNKARDEDGRAETFPQQHYAKETPRLAFKNNCELLVCDWCKHIRHTKEYLDFGDGERRLQFCSAKCLNQYKMDIFYKETQANLPAGLCSTLHPHMESKAEGTGVQLLTPDSW.... Result: 0 (no interaction). (2) The miRNA is hsa-miR-3938 with sequence AAUUCCCUUGUAGAUAACCCGG. The protein sequence of the target gene is MIEYQIPVSFKDVVVGFTQEEWHRLSPAQRALYRDVMLETYSNLVSVGYEGTKPDVILRLEQEEAPWIGEAACPGCHCWEDIWRVNIQRKRRQDMLLRPGAAISKKTLPKEKSCEYNKFGKISLLSTDLFSSIQSPSNWNPCGKNLNHNLDLIGFKRNCAKKQDECYAYGKLLQRINHGRRPNGEKPRGCSHCEKAFTQNPALMYKPAVSDSLLYKRKRVPPTEKPHVCSECGKAFCYKSEFIRHQRSHTGEKPYGCTDCGKAFSHKSTLIKHQRIHTGVRPFECFFCGKAFTQKSHRTE.... Result: 1 (interaction). (3) The miRNA is hsa-miR-1185-1-3p with sequence AUAUACAGGGGGAGACUCUUAU. The protein sequence of the target gene is MGTRASSITALASCSRTAGQVGATMVAGSLLLLGFLSTITAQPEQKTLSLPGTYRHVDRTTGQVLTCDKCPAGTYVSEHCTNMSLRVCSSCPAGTFTRHENGIERCHDCSQPCPWPMIERLPCAALTDRECICPPGMYQSNGTCAPHTVCPVGWGVRKKGTENEDVRCKQCARGTFSDVPSSVMKCKAHTDCLGQNLEVVKPGTKETDNVCGMRLFFSSTNPPSSGTVTFSHPEHMESHDVPSSTYEPQGMNSTDSNSTASVRTKVPSGIEEGTVPDNTSSTSGKEGTNRTLPNPPQVTH.... Result: 0 (no interaction). (4) The miRNA is hsa-miR-3181 with sequence AUCGGGCCCUCGGCGCCGG. The protein sequence of the target gene is MTVKLGDAGSGEEGLKKLGKRTADEESLDGEGPGGADAADSSSTKRDGQTPRASGAPAPPRGLPTPSPPQGSPQDQHHFLRSSVRPQSKRPRKDAPCALGSGGASGSGPRGKGSDGGASSSGNVSGATPATPAGGSRSSSRNIGSSGPEKEEGKKVRRQWESWSTEDKNTFFEGLYEHGKDFEAIQNNIALKYKKKGKPASMVKNKEQVRHFYYRTWHKITKYIDFDNVFSRGLKKSSQELYGLICYGELRKKIGGCMDDKNATKLNELIQVGATTVRYKGRNLRIKAPMCRALKKLCDP.... Result: 0 (no interaction). (5) The miRNA is hsa-miR-4743-3p with sequence UUUCUGUCUUUUCUGGUCCAG. The protein sequence of the target gene is MLKPGDPGGSAFLKVDPAYLQHWQQLFPHGGAGPLKGSGAAGLLSAPQPLQPPPPPPPPERAEPPPDSLRPRPASLSSASSTPASSSTSASSASSCAAAAAAAALAGLSALPVSQLPVFAPLAAAAVAAEPLPPKELCLGATSGPGPVKCGGGGGGGGEGRGAPRFRCSAEELDYYLYGQQRMEIIPLNQHTSDPNNRCDMCADNRNGECPMHGPLHSLRRLVGTSSAAAAAPPPELPEWLRDLPREVCLCTSTVPGLAYGICAAQRIQQGTWIGPFQGVLLPPEKVQAGAVRNTQHLWE.... Result: 0 (no interaction).